Task: Regression. Given two drug SMILES strings and cell line genomic features, predict the synergy score measuring deviation from expected non-interaction effect.. Dataset: NCI-60 drug combinations with 297,098 pairs across 59 cell lines (1) Drug 1: C1CCN(CC1)CCOC2=CC=C(C=C2)C(=O)C3=C(SC4=C3C=CC(=C4)O)C5=CC=C(C=C5)O. Drug 2: CC(C)CN1C=NC2=C1C3=CC=CC=C3N=C2N. Cell line: MDA-MB-435. Synergy scores: CSS=-4.69, Synergy_ZIP=4.85, Synergy_Bliss=5.74, Synergy_Loewe=-1.42, Synergy_HSA=-1.16. (2) Drug 1: C1=CN(C=N1)CC(O)(P(=O)(O)O)P(=O)(O)O. Drug 2: C(CN)CNCCSP(=O)(O)O. Cell line: HT29. Synergy scores: CSS=-8.87, Synergy_ZIP=2.31, Synergy_Bliss=-2.63, Synergy_Loewe=-1.75, Synergy_HSA=-5.55. (3) Drug 1: C1=CC(=CC=C1CC(C(=O)O)N)N(CCCl)CCCl.Cl. Drug 2: C#CCC(CC1=CN=C2C(=N1)C(=NC(=N2)N)N)C3=CC=C(C=C3)C(=O)NC(CCC(=O)O)C(=O)O. Cell line: SF-268. Synergy scores: CSS=4.65, Synergy_ZIP=-3.48, Synergy_Bliss=-3.48, Synergy_Loewe=-7.45, Synergy_HSA=-7.25. (4) Drug 1: C1=CC=C(C=C1)NC(=O)CCCCCCC(=O)NO. Drug 2: CC12CCC3C(C1CCC2O)C(CC4=C3C=CC(=C4)O)CCCCCCCCCS(=O)CCCC(C(F)(F)F)(F)F. Cell line: A549. Synergy scores: CSS=3.35, Synergy_ZIP=0.534, Synergy_Bliss=1.28, Synergy_Loewe=3.54, Synergy_HSA=2.31.